This data is from Peptide-MHC class II binding affinity with 134,281 pairs from IEDB. The task is: Regression. Given a peptide amino acid sequence and an MHC pseudo amino acid sequence, predict their binding affinity value. This is MHC class II binding data. (1) The peptide sequence is AGSYAADLGYGPATP. The MHC is HLA-DQA10501-DQB10201 with pseudo-sequence HLA-DQA10501-DQB10201. The binding affinity (normalized) is 0.349. (2) The peptide sequence is ITRVESENKVVILDSFDPLV. The MHC is DRB1_0401 with pseudo-sequence DRB1_0401. The binding affinity (normalized) is 0.169.